Dataset: Forward reaction prediction with 1.9M reactions from USPTO patents (1976-2016). Task: Predict the product of the given reaction. (1) Given the reactants Cl.[CH3:2][C:3]1[CH:8]=[C:7]([C:9]2[CH:14]=[CH:13][C:12]([C:15]([F:18])([F:17])[F:16])=[CH:11][CH:10]=2)[N:6]=[C:5]([C:19]#N)[N:4]=1.[OH2:21].CC1C=CC([CH2:29][O:30]C(NNC(C2C=NC=CN=2)=O)=O)=CC=1, predict the reaction product. The product is: [CH3:2][C:3]1[CH:8]=[C:7]([C:9]2[CH:14]=[CH:13][C:12]([C:15]([F:18])([F:17])[F:16])=[CH:11][CH:10]=2)[N:6]=[C:5]([C:19]([O:30][CH3:29])=[O:21])[N:4]=1. (2) Given the reactants [CH3:1][N:2]([CH3:47])[CH2:3][CH2:4][CH2:5][O:6][C:7]1[CH:12]=[CH:11][C:10]([C:13]2[CH:14]=[C:15]3[C:21]([NH:22][C:23]([C:25]4[CH:26]=[N:27][N:28]([CH2:30][C:31]5[CH:36]=[CH:35][CH:34]=[CH:33][CH:32]=5)[CH:29]=4)=[O:24])=[CH:20][N:19](S(C4C=CC(C)=CC=4)(=O)=O)[C:16]3=[N:17][CH:18]=2)=[CH:9][CH:8]=1.C([O-])([O-])=O.[K+].[K+], predict the reaction product. The product is: [CH3:47][N:2]([CH3:1])[CH2:3][CH2:4][CH2:5][O:6][C:7]1[CH:8]=[CH:9][C:10]([C:13]2[CH:14]=[C:15]3[C:21]([NH:22][C:23]([C:25]4[CH:26]=[N:27][N:28]([CH2:30][C:31]5[CH:32]=[CH:33][CH:34]=[CH:35][CH:36]=5)[CH:29]=4)=[O:24])=[CH:20][NH:19][C:16]3=[N:17][CH:18]=2)=[CH:11][CH:12]=1.